This data is from Kir2.1 potassium channel HTS with 301,493 compounds. The task is: Binary Classification. Given a drug SMILES string, predict its activity (active/inactive) in a high-throughput screening assay against a specified biological target. (1) The result is 0 (inactive). The drug is O(CC(=O)c1ccc(cc1)C)C(=O)c1nccnc1. (2) The compound is O1CCN(CCn2c3nc4c(nc3c(c2N)C(OCC)=O)cccc4)CC1. The result is 0 (inactive). (3) The drug is O=C(C12CN3CN(C1)CN(C2)C3)c1ccncc1. The result is 0 (inactive). (4) The molecule is Fc1c(N2CCOCC2)nc(Nc2ccc(OC)cc2)nc1. The result is 0 (inactive). (5) The drug is O(c1ccc(c2nc(N\N=C\C=C/c3occc3)nnc2)cc1)C. The result is 0 (inactive). (6) The compound is S(c1n(N)c(nn1)c1ccccc1)CC(C)=C. The result is 0 (inactive). (7) The drug is OC(c1n(CCC)c2c(n1)cccc2)c1cc2OCOc2cc1. The result is 0 (inactive). (8) The drug is S(=O)(=O)(N1CCC(CC1)C(=O)NCCc1cc(OC)c(OC)cc1)c1[nH]cnc1. The result is 0 (inactive). (9) The molecule is Brc1ccc(S(=O)(=O)NCC(=O)NC2CCCC2)cc1. The result is 0 (inactive). (10) The molecule is Fc1ccc(C=2CCN(C(=O)CC3N(CCNC3=O)C)CC2)cc1. The result is 0 (inactive).